From a dataset of Reaction yield outcomes from USPTO patents with 853,638 reactions. Predict the reaction yield, written as a fraction of the theoretical maximum amount of product (1.0 means a 100% yield; for example, 0.34 means a 34% yield). (1) The reactants are [CH:1]1[C:13]2[CH:12]([CH2:14][O:15][C:16]([NH:18][C@H:19]([CH2:23][NH:24][C:25]([O:27][C:28]([CH3:31])([CH3:30])[CH3:29])=[O:26])[C:20](O)=[O:21])=[O:17])[C:11]3[C:6](=[CH:7][CH:8]=[CH:9][CH:10]=3)[C:5]=2[CH:4]=[CH:3][CH:2]=1.C1(C)C=CC(S(O)(=O)=O)=CC=1.[CH2:43]([O:46][C:47](=[O:54])[C@H:48]([CH2:50][CH:51]([CH3:53])[CH3:52])[NH2:49])[CH:44]=[CH2:45].ON1C2N=CC=CC=2N=N1.CN1CCOCC1.C(Cl)CCl. The catalyst is C(Cl)Cl. The product is [CH:10]1[C:11]2[CH:12]([CH2:14][O:15][C:16]([NH:18][C@@H:19]([CH2:23][NH:24][C:25]([O:27][C:28]([CH3:31])([CH3:30])[CH3:29])=[O:26])[C:20]([NH:49][C@@H:48]([CH2:50][CH:51]([CH3:52])[CH3:53])[C:47]([O:46][CH2:43][CH:44]=[CH2:45])=[O:54])=[O:21])=[O:17])[C:13]3[C:5](=[CH:4][CH:3]=[CH:2][CH:1]=3)[C:6]=2[CH:7]=[CH:8][CH:9]=1. The yield is 0.202. (2) The reactants are [Cl:1][C:2]1[CH:7]=[CH:6][C:5]([C:8]2[CH:9]=[C:10]3[C:16]([C:17]([C:19]4[C:20]([F:33])=[C:21]([NH:26][S:27]([CH2:30][CH2:31][CH3:32])(=[O:29])=[O:28])[CH:22]=[CH:23][C:24]=4[F:25])=[O:18])=[CH:15][NH:14][C:11]3=[N:12][CH:13]=2)=[CH:4][CH:3]=1.[OH-].[K+].Cl[CH2:37][O:38][C:39](=[O:54])[CH2:40][CH:41]1[CH2:46][CH2:45][N:44](C(OC(C)(C)C)=O)[CH2:43][CH2:42]1. The catalyst is CN(C=O)C. The product is [ClH:1].[NH:44]1[CH2:45][CH2:46][CH:41]([CH2:40][C:39]([O:38][CH2:37][N:14]2[C:11]3=[N:12][CH:13]=[C:8]([C:5]4[CH:6]=[CH:7][C:2]([Cl:1])=[CH:3][CH:4]=4)[CH:9]=[C:10]3[C:16]([C:17](=[O:18])[C:19]3[C:24]([F:25])=[CH:23][CH:22]=[C:21]([NH:26][S:27]([CH2:30][CH2:31][CH3:32])(=[O:28])=[O:29])[C:20]=3[F:33])=[CH:15]2)=[O:54])[CH2:42][CH2:43]1. The yield is 0.566. (3) The reactants are [CH3:1][O:2][C:3](=[O:21])[C@H:4]([CH2:19][OH:20])[NH:5][C:6](=O)[C:7]1[CH:12]=[CH:11][C:10]([N+:13]([O-:15])=[O:14])=[C:9]([O:16][CH3:17])[CH:8]=1.CC[N+](S(N=C(OC)[O-])(=O)=O)(CC)CC. The catalyst is C1COCC1. The product is [CH3:17][O:16][C:9]1[CH:8]=[C:7]([C:6]2[O:20][CH2:19][CH:4]([C:3]([O:2][CH3:1])=[O:21])[N:5]=2)[CH:12]=[CH:11][C:10]=1[N+:13]([O-:15])=[O:14]. The yield is 0.740.